The task is: Predict which catalyst facilitates the given reaction.. This data is from Catalyst prediction with 721,799 reactions and 888 catalyst types from USPTO. (1) Reactant: C([O:3][C:4]([C:6]1[C:7]([C:12]2[CH:17]=[CH:16][C:15]([F:18])=[CH:14][N:13]=2)=[N:8][O:9][C:10]=1[CH3:11])=[O:5])C.[CH:19](=O)[C:20]1[CH:25]=[CH:24][CH:23]=[CH:22][CH:21]=1.CC[O-].[Na+].Cl. Product: [F:18][C:15]1[CH:16]=[CH:17][C:12]([C:7]2[C:6]([C:4]([OH:3])=[O:5])=[C:10](/[CH:11]=[CH:19]/[C:20]3[CH:25]=[CH:24][CH:23]=[CH:22][CH:21]=3)[O:9][N:8]=2)=[N:13][CH:14]=1. The catalyst class is: 8. (2) Reactant: [OH:1][C:2]1[CH:3]=[C:4]([CH:14]=[C:15]([O:17][C@@H:18]([CH3:22])[CH2:19][O:20][CH3:21])[CH:16]=1)[C:5]([NH:7][C:8]1[CH:12]=[CH:11][N:10]([CH3:13])[N:9]=1)=[O:6].Cl[C:24]1[S:25][C:26]2[C:27](=[O:34])[NH:28][CH2:29][CH2:30][CH2:31][C:32]=2[N:33]=1.C(=O)([O-])[O-].[Cs+].[Cs+]. Product: [CH3:22][C@H:18]([O:17][C:15]1[CH:14]=[C:4]([CH:3]=[C:2]([O:1][C:24]2[S:25][C:26]3[C:27](=[O:34])[NH:28][CH2:29][CH2:30][CH2:31][C:32]=3[N:33]=2)[CH:16]=1)[C:5]([NH:7][C:8]1[CH:12]=[CH:11][N:10]([CH3:13])[N:9]=1)=[O:6])[CH2:19][O:20][CH3:21]. The catalyst class is: 10. (3) Reactant: [C:1]([C:3]1[CH:4]=[C:5]([CH:9]=[CH:10][C:11]=1[O:12][CH:13]([CH3:15])[CH3:14])[C:6]([OH:8])=O)#[N:2].C(Cl)CCl.C1C=CC2N(O)N=NC=2C=1.O[NH:31][C:32]([C:34]1[CH:39]=[CH:38][C:37]([O:40][CH2:41][O:42][CH2:43][CH2:44][Si:45]([CH3:48])([CH3:47])[CH3:46])=[CH:36][CH:35]=1)=[NH:33]. Product: [CH3:14][CH:13]([O:12][C:11]1[CH:10]=[CH:9][C:5]([C:6]2[O:8][N:31]=[C:32]([C:34]3[CH:35]=[CH:36][C:37]([O:40][CH2:41][O:42][CH2:43][CH2:44][Si:45]([CH3:48])([CH3:47])[CH3:46])=[CH:38][CH:39]=3)[N:33]=2)=[CH:4][C:3]=1[C:1]#[N:2])[CH3:15]. The catalyst class is: 1. (4) Reactant: Cl.Cl.[NH2:3][C@H:4]([C:15]([N:17]1[CH2:22][CH2:21][N:20]([CH3:23])[CH2:19][CH2:18]1)=[O:16])[CH2:5][NH:6][C:7]([C:9]1[S:10][C:11]([Cl:14])=[CH:12][CH:13]=1)=[O:8].[CH3:24][C:25]1[S:26][CH:27]=[C:28]([C:30]2[CH:35]=[CH:34][C:33]([S:36](Cl)(=[O:38])=[O:37])=[CH:32][CH:31]=2)[N:29]=1. Product: [ClH:14].[CH3:23][N:20]1[CH2:19][CH2:18][N:17]([C:15](=[O:16])[C@@H:4]([NH:3][S:36]([C:33]2[CH:34]=[CH:35][C:30]([C:28]3[N:29]=[C:25]([CH3:24])[S:26][CH:27]=3)=[CH:31][CH:32]=2)(=[O:37])=[O:38])[CH2:5][NH:6][C:7]([C:9]2[S:10][C:11]([Cl:14])=[CH:12][CH:13]=2)=[O:8])[CH2:22][CH2:21]1. The catalyst class is: 2. (5) Product: [OH:11][C:10]12[C:4]3[C:5](=[CH:6][CH:1]=[CH:2][CH:3]=3)[C:7](=[O:8])[C:9]1([OH:12])[C:23]1[CH:24]=[C:19]([CH2:18][C:17]([O:16][CH2:14][CH3:15])=[O:28])[CH:20]=[C:21]([O:26][CH3:27])[C:22]=1[O:25]2. Reactant: [CH:1]1[CH:6]=[C:5]2[C:7]([C:9](O)([OH:12])[C:10](=[O:11])[C:4]2=[CH:3][CH:2]=1)=[O:8].[CH2:14]([O:16][C:17](=[O:28])[CH2:18][C:19]1[CH:24]=[CH:23][C:22]([OH:25])=[C:21]([O:26][CH3:27])[CH:20]=1)[CH3:15]. The catalyst class is: 15.